From a dataset of Peptide-MHC class II binding affinity with 134,281 pairs from IEDB. Regression. Given a peptide amino acid sequence and an MHC pseudo amino acid sequence, predict their binding affinity value. This is MHC class II binding data. (1) The peptide sequence is QLPQFLQPQ. The MHC is HLA-DQA10501-DQB10201 with pseudo-sequence HLA-DQA10501-DQB10201. The binding affinity (normalized) is 0.0190. (2) The peptide sequence is YDKFLANVSTVLIGK. The MHC is DRB1_1602 with pseudo-sequence DRB1_1602. The binding affinity (normalized) is 0.842. (3) The peptide sequence is VVLGLATSPTAEGGK. The MHC is HLA-DPA10301-DPB10402 with pseudo-sequence HLA-DPA10301-DPB10402. The binding affinity (normalized) is 0.168. (4) The binding affinity (normalized) is 0.745. The peptide sequence is KNKAIKILIGFRKEI. The MHC is DRB1_1501 with pseudo-sequence DRB1_1501. (5) The MHC is DRB1_0101 with pseudo-sequence DRB1_0101. The peptide sequence is GGETMNSVVQALTSL. The binding affinity (normalized) is 0.538. (6) The peptide sequence is AASGADGTYDITKLG. The MHC is HLA-DPA10201-DPB11401 with pseudo-sequence HLA-DPA10201-DPB11401. The binding affinity (normalized) is 0. (7) The peptide sequence is GTLQIVDKIDAAFKI. The binding affinity (normalized) is 0.465. The MHC is DRB1_0401 with pseudo-sequence DRB1_0401. (8) The peptide sequence is FEAAFNDAIKASTGG. The MHC is DRB1_0401 with pseudo-sequence DRB1_0401. The binding affinity (normalized) is 0.376. (9) The peptide sequence is VAIDRPAEVRKVCYN. The MHC is DRB5_0101 with pseudo-sequence DRB5_0101. The binding affinity (normalized) is 0.465. (10) The peptide sequence is IYECKGVTVKDVTIT. The MHC is HLA-DPA10201-DPB10101 with pseudo-sequence HLA-DPA10201-DPB10101. The binding affinity (normalized) is 0.190.